Dataset: HIV replication inhibition screening data with 41,000+ compounds from the AIDS Antiviral Screen. Task: Binary Classification. Given a drug SMILES string, predict its activity (active/inactive) in a high-throughput screening assay against a specified biological target. (1) The drug is COC(=O)C1=C(O)C(C(=O)OC)C2(O)C(C(=O)OC)C(C)CC1C2C(=O)OC. The result is 0 (inactive). (2) The compound is CC(=O)NNc1nc(C)c(C(=O)C=Cc2ccc(Cl)c(Cl)c2)s1. The result is 0 (inactive). (3) The molecule is Cc1ccc(-n2cc(-c3ccc(Cl)cc3)c3c2N=CN2N=C(c4ccco4)NC32)cc1. The result is 0 (inactive).